Dataset: Full USPTO retrosynthesis dataset with 1.9M reactions from patents (1976-2016). Task: Predict the reactants needed to synthesize the given product. (1) Given the product [Cl:1][CH2:13]/[CH:14]=[C:15](/[C:17]1[CH:18]=[C:19]([CH:22]=[CH:23][CH:24]=1)[C:20]#[N:21])\[CH3:16], predict the reactants needed to synthesize it. The reactants are: [Cl:1]N1C(=O)CCC1=O.CSC.O[CH2:13]/[CH:14]=[C:15](/[C:17]1[CH:18]=[C:19]([CH:22]=[CH:23][CH:24]=1)[C:20]#[N:21])\[CH3:16]. (2) Given the product [F:40][C:2]([F:39])([F:1])[C@H:3]([N:26]1[CH2:30][CH2:29][C@H:28]([NH:31][C:32](=[O:38])[O:33][C:34]([CH3:36])([CH3:37])[CH3:35])[CH2:27]1)[C:4]1[CH:9]=[CH:8][C:7]2[N:6]([C:12]([C:13]3[CH:22]=[CH:21][C:20]4[C:15](=[CH:16][C:17]([O:24][CH3:25])=[C:18]([CH3:23])[CH:19]=4)[N:14]=3)=[N:11][N:10]=2)[CH:5]=1, predict the reactants needed to synthesize it. The reactants are: [F:1][C:2]([F:40])([F:39])[C@H:3]([N:26]1[CH2:30][CH2:29][C@H:28]([NH:31][C:32](=[O:38])[O:33][C:34]([CH3:37])([CH3:36])[CH3:35])[CH2:27]1)[C:4]1[CH:5]=[N:6][C:7]([NH:10]/[N:11]=[CH:12]/[C:13]2[CH:22]=[CH:21][C:20]3[C:15](=[CH:16][C:17]([O:24][CH3:25])=[C:18]([CH3:23])[CH:19]=3)[N:14]=2)=[CH:8][CH:9]=1.C(O)(=O)C.C(O)(=O)C.I(C1C=CC=CC=1)=O. (3) Given the product [CH3:1][O:2][CH2:3][CH2:4][O:5][CH2:7][C:8]1[CH:9]=[C:10]2[C:47](=[CH:48][CH:49]=1)[C@:14]1([CH2:19][CH2:18][N:17]([S:20]([C:23]3[CH:24]=[CH:25][C:26]([CH3:29])=[CH:27][CH:28]=3)(=[O:21])=[O:22])[CH2:16][C@@H:15]1[O:30][CH2:31][C:32]1[CH:33]=[CH:34][C:35]3[O:40][CH2:39][CH2:38][N:37]([CH2:41][CH2:42][CH2:43][O:44][CH3:45])[C:36]=3[CH:46]=1)[O:13][CH2:12][CH2:11]2, predict the reactants needed to synthesize it. The reactants are: [CH3:1][O:2][CH2:3][CH2:4][OH:5].Cl[CH2:7][C:8]1[CH:9]=[C:10]2[C:47](=[CH:48][CH:49]=1)[C@:14]1([CH2:19][CH2:18][N:17]([S:20]([C:23]3[CH:28]=[CH:27][C:26]([CH3:29])=[CH:25][CH:24]=3)(=[O:22])=[O:21])[CH2:16][C@@H:15]1[O:30][CH2:31][C:32]1[CH:33]=[CH:34][C:35]3[O:40][CH2:39][CH2:38][N:37]([CH2:41][CH2:42][CH2:43][O:44][CH3:45])[C:36]=3[CH:46]=1)[O:13][CH2:12][CH2:11]2.[H-].[Na+]. (4) The reactants are: [C:1]([C:5]1[CH:39]=[CH:38][C:8]([CH2:9][N:10]2[C:14](=[O:15])[N:13]([CH2:16][CH3:17])[C:12]([CH2:18][CH2:19][C:20]([F:37])([F:36])[C:21]3[CH:26]=[CH:25][CH:24]=[C:23](B4OC(C)(C)C(C)(C)O4)[CH:22]=3)=[N:11]2)=[CH:7][CH:6]=1)([CH3:4])([CH3:3])[CH3:2].Br[C:41]1[N:46]=[CH:45][C:44]([NH:47][S:48]([C:51]2[CH:56]=[CH:55][CH:54]=[CH:53][CH:52]=2)(=[O:50])=[O:49])=[CH:43][CH:42]=1.C([O-])(O)=O.[Na+]. Given the product [C:1]([C:5]1[CH:39]=[CH:38][C:8]([CH2:9][N:10]2[C:14](=[O:15])[N:13]([CH2:16][CH3:17])[C:12]([CH2:18][CH2:19][C:20]([C:21]3[CH:26]=[C:25]([C:41]4[N:46]=[CH:45][C:44]([NH:47][S:48]([C:51]5[CH:56]=[CH:55][CH:54]=[CH:53][CH:52]=5)(=[O:50])=[O:49])=[CH:43][CH:42]=4)[CH:24]=[CH:23][CH:22]=3)([F:36])[F:37])=[N:11]2)=[CH:7][CH:6]=1)([CH3:2])([CH3:3])[CH3:4], predict the reactants needed to synthesize it. (5) Given the product [CH3:4][C:3]1([CH3:5])[CH2:2][O:1][C:7](=[N:9][C:10]2[CH:15]=[CH:14][C:13]([N+:16]([O-:18])=[O:17])=[CH:12][CH:11]=2)[NH:6]1, predict the reactants needed to synthesize it. The reactants are: [OH:1][CH2:2][C:3]([NH:6][C:7]([NH:9][C:10]1[CH:15]=[CH:14][C:13]([N+:16]([O-:18])=[O:17])=[CH:12][CH:11]=1)=S)([CH3:5])[CH3:4].[OH-].[Na+].C1(C)C=CC(S(Cl)(=O)=O)=CC=1. (6) Given the product [I-:1].[C@@H:4]12[O:10][C@@H:7]([CH2:8][CH2:9]1)[CH2:6][C@H:5]2[CH2:11][Zn+:2], predict the reactants needed to synthesize it. The reactants are: [I-:1].[Zn+2:2].[I-].[C@@H:4]12[O:10][C@@H:7]([CH2:8][CH2:9]1)[CH2:6][C@H:5]2[CH2:11]O. (7) Given the product [CH2:9]([NH:16][C:17]([NH:19][C:21]1[CH:26]=[CH:25][CH:24]=[CH:23][C:22]=1[O:27][CH3:28])=[O:18])[C:10]1[CH:15]=[CH:14][CH:13]=[CH:12][CH:11]=1, predict the reactants needed to synthesize it. The reactants are: [O-]P([O-])([O-])=O.[K+].[K+].[K+].[CH2:9]([NH:16][C:17]([NH2:19])=[O:18])[C:10]1[CH:15]=[CH:14][CH:13]=[CH:12][CH:11]=1.Br[C:21]1[CH:26]=[CH:25][CH:24]=[CH:23][C:22]=1[O:27][CH3:28].CNCCNC.